From a dataset of Peptide-MHC class I binding affinity with 185,985 pairs from IEDB/IMGT. Regression. Given a peptide amino acid sequence and an MHC pseudo amino acid sequence, predict their binding affinity value. This is MHC class I binding data. (1) The peptide sequence is GFLNEDHWF. The MHC is HLA-A30:01 with pseudo-sequence HLA-A30:01. The binding affinity (normalized) is 0.0847. (2) The peptide sequence is FQPLNGQFI. The MHC is H-2-Db with pseudo-sequence H-2-Db. The binding affinity (normalized) is 0.214. (3) The binding affinity (normalized) is 0.618. The peptide sequence is DYAMHGTVF. The MHC is HLA-B35:01 with pseudo-sequence HLA-B35:01. (4) The peptide sequence is RQVWWKALL. The MHC is HLA-B48:01 with pseudo-sequence HLA-B48:01. The binding affinity (normalized) is 0.710. (5) The peptide sequence is GYRWMCLRR. The MHC is Patr-A0301 with pseudo-sequence Patr-A0301. The binding affinity (normalized) is 0.240. (6) The peptide sequence is TSTLQEQIGW. The MHC is HLA-B54:01 with pseudo-sequence HLA-B54:01. The binding affinity (normalized) is 0. (7) The peptide sequence is FQTKGLGISY. The MHC is HLA-A02:03 with pseudo-sequence HLA-A02:03. The binding affinity (normalized) is 0. (8) The peptide sequence is MTVASRQPI. The MHC is HLA-A32:01 with pseudo-sequence HLA-A32:01. The binding affinity (normalized) is 0.264.